Task: Predict the reactants needed to synthesize the given product.. Dataset: Full USPTO retrosynthesis dataset with 1.9M reactions from patents (1976-2016) (1) Given the product [O:15]=[C:11]1[C:10]2[C:5](=[C:6]3[CH:19]=[CH:18][CH:17]=[CH:16][C:7]3=[CH:8][CH:9]=2)[C:4]2[C:13](=[CH:14][CH:1]=[C:2]3[CH:23]=[CH:22][CH:21]=[CH:20][C:3]3=2)[N:12]1[C:34]([O:33][C:30]([CH3:32])([CH3:31])[CH3:29])=[O:35], predict the reactants needed to synthesize it. The reactants are: [CH:1]1[CH:14]=[C:13]2[C:4]([C:5]3[C:10]([C:11](=[O:15])[NH:12]2)=[CH:9][CH:8]=[C:7]2[CH:16]=[CH:17][CH:18]=[CH:19][C:6]=32)=[C:3]2[CH:20]=[CH:21][CH:22]=[CH:23][C:2]=12.[Li]CCCC.[CH3:29][C:30]([O:33][C:34](O[C:34]([O:33][C:30]([CH3:32])([CH3:31])[CH3:29])=[O:35])=[O:35])([CH3:32])[CH3:31].[Cl-].[NH4+]. (2) Given the product [NH2:14][C:12]1[CH:11]=[CH:10][C:7]2[C:8](=[O:9])[N:2]([CH3:1])[CH2:3][CH2:4][O:5][C:6]=2[CH:13]=1, predict the reactants needed to synthesize it. The reactants are: [CH3:1][N:2]1[C:8](=[O:9])[C:7]2[CH:10]=[CH:11][C:12]([N+:14]([O-])=O)=[CH:13][C:6]=2[O:5][CH2:4][CH2:3]1. (3) Given the product [CH:1]1([CH:7]([NH:25][C:26]2[CH:27]=[CH:28][C:29]([C:30]([N:43]([CH3:44])[CH2:42][CH:37]([OH:36])[C:38]([OH:40])=[O:39])=[O:31])=[CH:33][CH:34]=2)[C:8]2[CH:12]=[C:11]([C:13]3[CH:18]=[CH:17][C:16]([C:19]([F:22])([F:20])[F:21])=[CH:15][CH:14]=3)[O:10][C:9]=2[CH2:23][CH3:24])[CH2:6][CH2:5][CH2:4][CH2:3][CH2:2]1, predict the reactants needed to synthesize it. The reactants are: [CH:1]1([CH:7]([NH:25][C:26]2[CH:34]=[CH:33][C:29]([C:30](O)=[O:31])=[CH:28][CH:27]=2)[C:8]2[CH:12]=[C:11]([C:13]3[CH:18]=[CH:17][C:16]([C:19]([F:22])([F:21])[F:20])=[CH:15][CH:14]=3)[O:10][C:9]=2[CH2:23][CH3:24])[CH2:6][CH2:5][CH2:4][CH2:3][CH2:2]1.Cl.[OH:36][CH:37]([CH2:42][NH:43][CH3:44])[C:38]([O:40]C)=[O:39].Cl.C(N=C=NCCCN(C)C)C.O.OC1C2N=NNC=2C=CC=1. (4) Given the product [CH2:40]([C:29]1[C:30]([NH:32][C:33]2[CH:38]=[CH:37][C:36]([F:39])=[CH:35][CH:34]=2)=[N:31][C:26]([NH:17][CH2:18][C:19]2[CH:24]=[CH:23][CH:22]=[CH:21][N:20]=2)=[N:27][C:28]=1[CH3:42])[CH3:41], predict the reactants needed to synthesize it. The reactants are: Cl.C1(NC2C(C)=C(C)N=C([NH:17][CH2:18][C:19]3[CH:24]=[CH:23][CH:22]=[CH:21][N:20]=3)N=2)CCCCC1.Cl[C:26]1[N:31]=[C:30]([NH:32][C:33]2[CH:38]=[CH:37][C:36]([F:39])=[CH:35][CH:34]=2)[C:29]([CH2:40][CH3:41])=[C:28]([CH3:42])[N:27]=1. (5) Given the product [CH3:24][O:25][C:26]1[CH:27]=[C:28]([NH:29][CH:2]([C:18]2[CH:23]=[CH:22][CH:21]=[CH:20][CH:19]=2)[C:3]([C:5]2[C:13]3[C:8](=[CH:9][CH:10]=[C:11]([C:14]([O:16][CH3:17])=[O:15])[CH:12]=3)[NH:7][CH:6]=2)=[O:4])[CH:30]=[CH:31][CH:32]=1, predict the reactants needed to synthesize it. The reactants are: Cl[CH:2]([C:18]1[CH:23]=[CH:22][CH:21]=[CH:20][CH:19]=1)[C:3]([C:5]1[C:13]2[C:8](=[CH:9][CH:10]=[C:11]([C:14]([O:16][CH3:17])=[O:15])[CH:12]=2)[NH:7][CH:6]=1)=[O:4].[CH3:24][O:25][C:26]1[CH:27]=[C:28]([CH:30]=[CH:31][CH:32]=1)[NH2:29]. (6) Given the product [Cl:33][C:17]1[CH:16]=[C:15]([NH:14][C:2]2[C:3]3[N:10]([CH3:11])[C:9]([C:12]#[N:13])=[CH:8][C:4]=3[N:5]=[CH:6][N:7]=2)[CH:32]=[CH:31][C:18]=1[O:19][C:20]1[CH:28]=[CH:27][CH:26]=[C:25]2[C:21]=1[CH2:22][C:23](=[O:30])[N:24]2[CH3:29], predict the reactants needed to synthesize it. The reactants are: Cl[C:2]1[C:3]2[N:10]([CH3:11])[C:9]([C:12]#[N:13])=[CH:8][C:4]=2[N:5]=[CH:6][N:7]=1.[NH2:14][C:15]1[CH:32]=[CH:31][C:18]([O:19][C:20]2[CH:28]=[CH:27][CH:26]=[C:25]3[C:21]=2[CH2:22][C:23](=[O:30])[N:24]3[CH3:29])=[C:17]([Cl:33])[CH:16]=1.Cl.N1C=CC=CC=1.C(=O)([O-])O.[Na+]. (7) Given the product [NH2:22][C:17]1[CH:18]=[CH:19][CH:20]=[CH:21][C:16]=1[CH2:15][N:14]([CH3:25])[C:12](=[O:13])[CH2:11][CH2:10][CH2:9][S:8][C:5]1[CH:6]=[CH:7][C:2]([OH:1])=[CH:3][CH:4]=1, predict the reactants needed to synthesize it. The reactants are: [OH:1][C:2]1[CH:7]=[CH:6][C:5]([S:8][CH2:9][CH2:10][CH2:11][C:12]([N:14]([CH3:25])[CH2:15][C:16]2[CH:21]=[CH:20][CH:19]=[CH:18][C:17]=2[N+:22]([O-])=O)=[O:13])=[CH:4][CH:3]=1.O.C(OCC)(=O)C.